Dataset: Forward reaction prediction with 1.9M reactions from USPTO patents (1976-2016). Task: Predict the product of the given reaction. (1) Given the reactants [CH3:1][N:2]1[C:10]([C:11]([OH:13])=[O:12])=[N:9][C:8]2[C:3]1=[N:4][CH:5]=[N:6][C:7]=2[N:14]1[CH2:19][CH2:18][CH:17]([N:20]2[C:24]3[CH:25]=[CH:26][CH:27]=[CH:28][C:23]=3[NH:22][C:21]2=[O:29])[CH2:16][CH2:15]1.[CH:30]1(N2C3N=CN=C(N4CCC(N5C6C=CC=CC=6NC5=O)CC4)C=3N=C(OC)C2=O)C[CH2:31]1.[OH-].[Na+], predict the reaction product. The product is: [CH:1]1([N:2]2[C:10]([C:11]([OH:13])=[O:12])=[N:9][C:8]3[C:3]2=[N:4][CH:5]=[N:6][C:7]=3[N:14]2[CH2:19][CH2:18][CH:17]([N:20]3[C:24]4[CH:25]=[CH:26][CH:27]=[CH:28][C:23]=4[NH:22][C:21]3=[O:29])[CH2:16][CH2:15]2)[CH2:31][CH2:30]1. (2) Given the reactants [OH:1][C:2]1[CH:3]=[CH:4][C:5]2[C:9]([O:10][C:11]3[CH:16]=[CH:15][C:14](/[CH:17]=[CH:18]/[C:19]([O:21][C:22]([CH3:25])([CH3:24])[CH3:23])=[O:20])=[CH:13][CH:12]=3)=[C:8]([C:26]3[CH:31]=[CH:30][CH:29]=[CH:28][C:27]=3[CH:32]([CH3:34])[CH3:33])[S:7][C:6]=2[CH:35]=1.Cl[CH2:37][N:38]1[C:42](=[O:43])[C:41]2[CH:44]=[CH:45][CH:46]=[CH:47][C:40]=2[S:39]1(=[O:49])=[O:48].C(=O)([O-])[O-].[K+].[K+].[I-].[K+], predict the reaction product. The product is: [O:48]=[S:39]1(=[O:49])[C:40]2[CH:47]=[CH:46][CH:45]=[CH:44][C:41]=2[C:42](=[O:43])[N:38]1[CH2:37][O:1][C:2]1[CH:3]=[CH:4][C:5]2[C:9]([O:10][C:11]3[CH:12]=[CH:13][C:14](/[CH:17]=[CH:18]/[C:19]([O:21][C:22]([CH3:25])([CH3:24])[CH3:23])=[O:20])=[CH:15][CH:16]=3)=[C:8]([C:26]3[CH:31]=[CH:30][CH:29]=[CH:28][C:27]=3[CH:32]([CH3:33])[CH3:34])[S:7][C:6]=2[CH:35]=1.